From a dataset of Forward reaction prediction with 1.9M reactions from USPTO patents (1976-2016). Predict the product of the given reaction. (1) The product is: [Cl:22][C:19]1[S:18][C:17]([C:15]([NH:14][CH2:13][C@@H:11]2[O:10][C:9](=[O:23])[N:8]([C:5]3[CH:6]=[CH:7][C:2]([NH:1][C:29](=[O:30])[CH2:28][CH2:27][CH2:26][CH2:25][Cl:24])=[CH:3][CH:4]=3)[CH2:12]2)=[O:16])=[CH:21][CH:20]=1. Given the reactants [NH2:1][C:2]1[CH:7]=[CH:6][C:5]([N:8]2[CH2:12][C@H:11]([CH2:13][NH:14][C:15]([C:17]3[S:18][C:19]([Cl:22])=[CH:20][CH:21]=3)=[O:16])[O:10][C:9]2=[O:23])=[CH:4][CH:3]=1.[Cl:24][CH2:25][CH2:26][CH2:27][CH2:28][C:29](Cl)=[O:30].C(N(CC)CC)C, predict the reaction product. (2) Given the reactants [CH3:1][O:2][C:3]1[CH:8]=[C:7](Cl)[CH:6]=[CH:5][C:4]=1[N+:10]([O-:12])=[O:11].[H-].[Na+].[CH2:15]([C:21]([O:23][CH2:24][CH3:25])=[O:22])[C:16]([O:18][CH2:19][CH3:20])=[O:17].Cl, predict the reaction product. The product is: [CH3:1][O:2][C:3]1[CH:8]=[C:7]([CH:15]([C:16]([O:18][CH2:19][CH3:20])=[O:17])[C:21]([O:23][CH2:24][CH3:25])=[O:22])[CH:6]=[CH:5][C:4]=1[N+:10]([O-:12])=[O:11]. (3) The product is: [CH3:1][O:2][C:3]1[CH:7]([CH2:29][C:30]#[N:31])[CH2:6][C:5](=[O:8])[C:4]=1[C:9]1[C:14]([CH3:15])=[CH:13][C:12]([CH3:16])=[CH:11][C:10]=1[CH3:17]. Given the reactants [CH3:1][O:2][C:3]1[CH2:7][CH2:6][C:5](=[O:8])[C:4]=1[C:9]1[C:14]([CH3:15])=[CH:13][C:12]([CH3:16])=[CH:11][C:10]=1[CH3:17].[Li+].C[Si]([N-][Si](C)(C)C)(C)C.Br[CH2:29][C:30]#[N:31], predict the reaction product.